Dataset: Forward reaction prediction with 1.9M reactions from USPTO patents (1976-2016). Task: Predict the product of the given reaction. (1) Given the reactants [F:1][C:2]1[CH:3]=[C:4]([CH2:9][C:10]2[CH:19]=[C:18]3[C:13]([C:14]([OH:26])=[C:15]([C:21](OCC)=[O:22])[C:16](=[O:20])[NH:17]3)=[N:12][CH:11]=2)[CH:5]=[CH:6][C:7]=1[F:8].[NH2:27][CH2:28][C:29]([CH3:33])([CH3:32])[CH2:30][OH:31], predict the reaction product. The product is: [F:1][C:2]1[CH:3]=[C:4]([CH2:9][C:10]2[CH:19]=[C:18]3[C:13]([C:14]([OH:26])=[C:15]([C:21]([NH:27][CH2:28][C:29]([CH3:33])([CH3:32])[CH2:30][OH:31])=[O:22])[C:16](=[O:20])[NH:17]3)=[N:12][CH:11]=2)[CH:5]=[CH:6][C:7]=1[F:8]. (2) Given the reactants [NH2:1][C:2]1[C:19]([C:20]#[CH:21])=[CH:18][C:5]([C:6]([N:8]=[S@@:9]([CH3:17])(=[O:16])[C:10]2[CH:15]=[CH:14][CH:13]=[CH:12][CH:11]=2)=[O:7])=[CH:4][N:3]=1.I[C:23]1[CH:24]=[C:25]([OH:29])[CH:26]=[CH:27][CH:28]=1.C(N(CC)CC)C.C1(P(C2C=CC=CC=2)C2C=CC=CC=2)C=CC=CC=1, predict the reaction product. The product is: [NH2:1][C:2]1[C:19]([C:20]#[C:21][C:23]2[CH:28]=[CH:27][CH:26]=[C:25]([OH:29])[CH:24]=2)=[CH:18][C:5]([C:6]([N:8]=[S:9]([CH3:17])(=[O:16])[C:10]2[CH:15]=[CH:14][CH:13]=[CH:12][CH:11]=2)=[O:7])=[CH:4][N:3]=1. (3) Given the reactants [Cl:1][C:2]1[CH:3]=[CH:4][C:5]2[NH:11][C:10](=[O:12])[C@@H:9]([CH2:13][C:14]([OH:16])=[O:15])[S:8][C@H:7]([C:17]3[C:22]([O:23][CH3:24])=[CH:21][CH:20]=[CH:19][C:18]=3[O:25][CH3:26])[C:6]=2[CH:27]=1.[CH2:28](Br)[CH:29]=[CH2:30].C(=O)([O-])[O-].[K+].[K+].O, predict the reaction product. The product is: [Cl:1][C:2]1[CH:3]=[CH:4][C:5]2[NH:11][C:10](=[O:12])[C@@H:9]([CH2:13][C:14]([O:16][CH2:30][CH:29]=[CH2:28])=[O:15])[S:8][C@H:7]([C:17]3[C:22]([O:23][CH3:24])=[CH:21][CH:20]=[CH:19][C:18]=3[O:25][CH3:26])[C:6]=2[CH:27]=1. (4) Given the reactants CCN(C(C)C)C(C)C.[OH:10][C:11]1[CH:12]=[CH:13][CH:14]=[C:15]2[C:20]=1[O:19][C:18](=[O:21])[C:17]([C:22]([OH:24])=O)=[CH:16]2.CN(C(ON1N=NC2C=CC=NC1=2)=[N+](C)C)C.F[P-](F)(F)(F)(F)F.[C:49]([C:51]1[CH:56]=[CH:55][C:54]([C:57]2[CH:62]=[CH:61][CH:60]=[C:59]([NH2:63])[CH:58]=2)=[CH:53][C:52]=1[F:64])#[N:50], predict the reaction product. The product is: [C:49]([C:51]1[CH:56]=[CH:55][C:54]([C:57]2[CH:62]=[CH:61][CH:60]=[C:59]([NH:63][C:22]([C:17]3[C:18](=[O:21])[O:19][C:20]4[C:15]([CH:16]=3)=[CH:14][CH:13]=[CH:12][C:11]=4[OH:10])=[O:24])[CH:58]=2)=[CH:53][C:52]=1[F:64])#[N:50]. (5) Given the reactants [CH3:1][S:2]([O:5]S(C)(=O)=O)(=[O:4])=[O:3].[F:10][C:11]([F:31])([F:30])[C:12]1[C:17]([CH2:18]O)=[CH:16][C:15]([C:20]2[CH:21]=[N:22][C:23]([C:26]([F:29])([F:28])[F:27])=[N:24][CH:25]=2)=[CH:14][N:13]=1.CCN(C(C)C)C(C)C, predict the reaction product. The product is: [CH3:1][S:2]([O:5][CH2:18][C:17]1[C:12]([C:11]([F:31])([F:10])[F:30])=[N:13][CH:14]=[C:15]([C:20]2[CH:25]=[N:24][C:23]([C:26]([F:27])([F:28])[F:29])=[N:22][CH:21]=2)[CH:16]=1)(=[O:4])=[O:3]. (6) Given the reactants [F:1][C:2]1[CH:8]=[CH:7][C:5]([NH2:6])=[CH:4][CH:3]=1.C[Al](C)C.C([O:15][C:16]([C:18]1[NH:19][C:20]2[C:25]([CH:26]=1)=[CH:24][C:23]([C:27]1[CH:28]=[N:29][CH:30]=[CH:31][CH:32]=1)=[CH:22][CH:21]=2)=O)C, predict the reaction product. The product is: [F:1][C:2]1[CH:8]=[CH:7][C:5]([NH:6][C:16]([C:18]2[NH:19][C:20]3[C:25]([CH:26]=2)=[CH:24][C:23]([C:27]2[CH:28]=[N:29][CH:30]=[CH:31][CH:32]=2)=[CH:22][CH:21]=3)=[O:15])=[CH:4][CH:3]=1.